This data is from Full USPTO retrosynthesis dataset with 1.9M reactions from patents (1976-2016). The task is: Predict the reactants needed to synthesize the given product. Given the product [OH:40][CH2:39][CH:38]([NH:37][C:32](=[O:33])[C:31]1[CH:35]=[CH:36][C:28]([S:27][CH2:26][C:16]2[C:17]3[CH2:18][CH2:19][CH2:20][C:21](=[O:25])[C:22]=3[CH:23]=[CH:24][C:15]=2[O:14][C@@H:7]([C:8]2[CH:9]=[CH:10][CH:11]=[CH:12][CH:13]=2)[CH2:6][N:1]2[CH:5]=[CH:4][N:3]=[CH:2]2)=[CH:29][CH:30]=1)[CH2:41][OH:42], predict the reactants needed to synthesize it. The reactants are: [N:1]1([CH2:6][C@@H:7]([O:14][C:15]2[CH:24]=[CH:23][C:22]3[C:21](=[O:25])[CH2:20][CH2:19][CH2:18][C:17]=3[C:16]=2[CH2:26][S:27][C:28]2[CH:36]=[CH:35][C:31]([C:32](O)=[O:33])=[CH:30][CH:29]=2)[C:8]2[CH:13]=[CH:12][CH:11]=[CH:10][CH:9]=2)[CH:5]=[CH:4][N:3]=[CH:2]1.[NH2:37][CH:38]([CH2:41][OH:42])[CH2:39][OH:40].